From a dataset of Experimentally validated miRNA-target interactions with 360,000+ pairs, plus equal number of negative samples. Binary Classification. Given a miRNA mature sequence and a target amino acid sequence, predict their likelihood of interaction. (1) The miRNA is mmu-miR-450b-3p with sequence AUUGGGAACAUUUUGCAUGCAU. The protein sequence of the target gene is MLLLDLMSSPSPQLLVAAAQQTLGMGKRRSPPQAICLHLAGEVLAVARGLKPAVLYDCNCAGASELQSYLEELKGLGFLTFGLHILEIGENSLIVSPEHVCQHLEQVLLGTIAFVDVSSCQRHPSVCSLDQLQDLKALVAEIITHLQGLQRDLSLAVSYSRLHSSDWNLCTVFGILLGYPVPYTFHLNQGDDNCLALTPLRVFTARISWLLGQPPILLYSFSVPESLFPGLRDILNTWEKDLRTRFRTQNDFADLSISSEIVTLPAVAL. Result: 0 (no interaction). (2) The miRNA is hsa-miR-106a-3p with sequence CUGCAAUGUAAGCACUUCUUAC. The protein sequence of the target gene is MRLWSWVLRLGLLSAALGCGLAERPRRVRRDPRAVRPPRPAAGPATCATRAARGRRASPPPPPGGAWEAVRVPRRRQQRAARGAEEPSPPSRALYFSGRGEQLRLRADLELPRDAFTLQVWLRAEGGQKSPAVITGLYDKCSYTSRDRGWVMGIHTTSDQGNRDPRYFFSLKTDRARKVTTIDAHRSYLPGQWVHLAATYDGRLMKLYMNGAQVATSAEQVGGIFSPLTQKCKVLMLGGSALNHNFRGHIEHFSLWKVARTQREIVSDMETRGLHTPLPQLLLQENWDNVKRTWSPMKDG.... Result: 0 (no interaction). (3) The miRNA is rno-miR-134-5p with sequence UGUGACUGGUUGACCAGAGGGG. The protein sequence of the target gene is MTILFLTMVISYFGCMKAAPMKEANVHGQGNLAYPAVRTHGTLESVNGPRAGSRGLTTTSLADTFEHVIEELLDEDQKVRPNEENHKDADLYTSRVMLSSQVPLEPPLLFLLEEYKNYLDAANMSMRVRRHSDPARRGELSVCDSISEWVTAADKKTAVDMSGGTVTVLEKVPVSKGQLKQYFYETKCNPMGYTKEGCRGIDKRHWNSQCRTTQSYVRALTMDSKKRIGWRFIRIDTSCVCTLTIKRGR. Result: 1 (interaction). (4) The protein sequence of the target gene is MAGERPPLRGPGPGEAPGEGPGGAGGGPGRGRPSSYRALRSAVSSLARVDDFDCAEKIGAGFFSEVYKVRHRQSGQVMVLKMNKLPSNRSNTLREVQLMNRLRHPNILRFMGVCVHQGQLHALTEYMNGGTLEQLLSSPEPLSWPVRLHLALDIAQGLRYLHAKGVFHRDLTSKNCLVRREDRGFTAVVGDFGLAEKIPVYREGTRKEPLAVVGSPYWMAPEVLRGELYDEKADVFAFGIVLCELIARVPADPDYLPRTEDFGLDVPAFRTLVGNDCPLPFLLLAIHCCSMEPSTRAPFT.... Result: 0 (no interaction). The miRNA is hsa-miR-1471 with sequence GCCCGCGUGUGGAGCCAGGUGU. (5) The miRNA is mmu-miR-301b-3p with sequence CAGUGCAAUGGUAUUGUCAAAGC. The protein sequence of the target gene is MVNEYKKILLLKGFELMDDYHFTSIKSLLAYDLGLTTKMQEEYNRIKITDLMEKKFQGVACLDKLIELAKDMPSLKNLVNNLRKEKSKVAKKIKTQEKAPVKKINQEEVGLAAPAPTARNKLTSEARGRIPVAQKRKTPNKEKTEAKRNKVSQEQSKPPGPSGASTSAAVDHPPLPQTSSSTPSNTSFTPNQETQAQRQVDARRNVPQNDPVTVVVLKATAPFKYESPENGKSTMFHATVASKTQYFHVKVFDINLKEKFVRKKVITISDYSECKGVMEIKEASSVSDFNQNFEVPNRII.... Result: 0 (no interaction). (6) The miRNA is hsa-miR-16-1-3p with sequence CCAGUAUUAACUGUGCUGCUGA. Result: 0 (no interaction). The protein sequence of the target gene is MRPRGAAFAAGPPGDLHLGTAIGFAGAIWRSRSPAMSTLLDIKSSVLRQVQVCPSFRRRTEQDPGSASADPQEPATGAWKPGDGVEFFAHMRLMLKKGEGRQGLPCLEVPLRSGSPAPPEPVDPSLGLRALAPEEVEMLYEEALYTVLYRAGTMGPDQVDDEEALLSYLQQVFGTSLEEHTEAIERVRKAKAPTYALKVSVMRAKNLLAKDPNGFSDPYCMLGILPASDATREPRAQKEQRFGFRKGSKRGGPLPAKCIQVTEVKSSTLNPVWKEHFLFEIEDVSTDQLHLDIWDHDDDV.... (7) The miRNA is hsa-miR-6848-3p with sequence GUGGUCUCUUGGCCCCCAG. The protein sequence of the target gene is MHKLKSSQKDKVRQFMACTQAGERTAIYCLTQNEWRLDEATDSFFQNPDSLHRESMRNAVDKKKLERLYGRYKDPQDENKIGVDGIQQFCDDLSLDPASISVLVIAWKFRAATQCEFSRKEFLDGMTELGCDSMEKLKALLPRLEQELKDTAKFKDFYQFTFTFAKNPGQKGLDLEMAVAYWKLVLSGRFKFLDLWNTFLMEHHKRSIPRDTWNLLLDFGNMIADDMSNYDEEGAWPVLIDDFVEYARPVVTGGKRSLF. Result: 1 (interaction). (8) The miRNA is mmu-miR-466a-5p with sequence UAUGUGUGUGUACAUGUACAUA. The protein sequence of the target gene is MGNQMSVPQRVEDQENEPEAETYQDNASALNGVPVVVSTHTVQHLEEVDLGISVKTDNVATSSPETTEISAVADANGKNLGKEAKPEAPAAKSRFFLMLSRPVPGRTGDQAADSSLGSVKLDVSSNKAPANKDPSESWTLPVAAGPGQDTDKTPGHAPAQDKVLSAARDPTLLPPETGGAGGEAPSKPKDSSFFDKFFKLDKGQEKVPGDSQQEAKRAEHQDKVDEVPGLSGQSDDVPAGKDIVDGKEKEGQELGTADCSVPGDPEGLETAKDDSQAAAIAENNNSIMSFFKTLVSPNKA.... Result: 0 (no interaction). (9) The miRNA is hsa-miR-6791-3p with sequence UGCCUCCUUGGUCUCCGGCAG. The protein sequence of the target gene is MWCLHCNSERTQSLLELELDSGVEGEAPSSETGTSLDSPSAYPQGPLVPGSSLSPDHYEHTSVGAYGLYSGPPGQQQRTRRPKLQHSTSILRKQAEEEAIKRSRSLSESYELSSDLQDKQVEMLERKYGGRLVTRHAARTIQTAFRQYQMNKNFERLRSSMSENRMSRRIVLSNMRMQFSFEGPEKVHSSYFEGKQVSVTNDGSQLGALVSPECGDLSEPTTLKSPAPSSDFADAITELEDAFSRQVKSLAESIDDALNCRSLHTEEAPALDAARARDTEPQTALHGMDHRKLDEMTASY.... Result: 1 (interaction). (10) The miRNA is mmu-miR-208a-3p with sequence AUAAGACGAGCAAAAAGCUUGU. The protein sequence of the target gene is MKGLGDSRPRHLSDSLDPPHEPLFAGTDRNPYLLSPTEAFAREARFPGQNTLPGDGLFPLNNQLPPPSSTFPRIHYNSHFEVPEESPFPSHAQATKINRLPANLLDQFEKQLPIHRDGFSTLQFPRGEAKARGESPGRIRHLVHSVQRLFFTKAPSLEGTAGKVGGNGSKKGGMEDGKGRRAKSKERAKAGEPKRRSRSNISGWWSSDDNLDGEAGAFRSSGPASGLMTLGRQAERSQPRYFMHAYNTISGHMLKTTKNNTTELTAPPPPPAPPATCPSLGVGTDTNYVKRGSWSTLTLS.... Result: 0 (no interaction).